The task is: Predict which catalyst facilitates the given reaction.. This data is from Catalyst prediction with 721,799 reactions and 888 catalyst types from USPTO. (1) Reactant: [CH2:1]([N:8]1[CH:16]=[C:15]2[C:10]([CH:11]=[C:12]([C:17]3[CH:18]=[C:19]([C@@H:27]4[CH2:32][CH2:31][CH2:30][NH:29][CH2:28]4)[N:20]4[C:25]=3[C:24]([NH2:26])=[N:23][CH:22]=[N:21]4)[CH:13]=[CH:14]2)=[N:9]1)[C:2]1[CH:7]=[CH:6][CH:5]=[CH:4][CH:3]=1.[CH3:33][N:34]([CH3:39])[CH2:35][C:36](O)=[O:37].CCN=C=NCCCN(C)C.Cl.C1C=CC2N(O)N=NC=2C=1.C(N(CC)C(C)C)(C)C. Product: [CH2:1]([N:8]1[CH:16]=[C:15]2[C:10]([CH:11]=[C:12]([C:17]3[CH:18]=[C:19]([C@@H:27]4[CH2:32][CH2:31][CH2:30][N:29]([C:36](=[O:37])[CH2:35][N:34]([CH3:39])[CH3:33])[CH2:28]4)[N:20]4[C:25]=3[C:24]([NH2:26])=[N:23][CH:22]=[N:21]4)[CH:13]=[CH:14]2)=[N:9]1)[C:2]1[CH:3]=[CH:4][CH:5]=[CH:6][CH:7]=1. The catalyst class is: 3. (2) Reactant: [OH:1][C@@H:2]([C:5]1[CH:10]=[C:9]([C:11]2[CH:16]=[CH:15][C:14]([O:17][C:18]3[CH:23]=[CH:22][C:21]([F:24])=[CH:20][CH:19]=3)=[CH:13][CH:12]=2)[N:8]=[C:7]([C:25](O)=[O:26])[CH:6]=1)[CH2:3][OH:4].[NH2:28][C@@H:29]([CH2:33][C:34]([NH2:36])=[O:35])[C:30]([NH2:32])=[O:31].CCN(C(C)C)C(C)C.CN(C(ON1N=NC2C=CC=CC1=2)=[N+](C)C)C.F[P-](F)(F)(F)(F)F. Product: [OH:1][C@@H:2]([C:5]1[CH:10]=[C:9]([C:11]2[CH:12]=[CH:13][C:14]([O:17][C:18]3[CH:19]=[CH:20][C:21]([F:24])=[CH:22][CH:23]=3)=[CH:15][CH:16]=2)[N:8]=[C:7]([C:25]([NH:28][CH:29]([CH2:33][C:34]([NH2:36])=[O:35])[C:30]([NH2:32])=[O:31])=[O:26])[CH:6]=1)[CH2:3][OH:4]. The catalyst class is: 3.